From a dataset of Full USPTO retrosynthesis dataset with 1.9M reactions from patents (1976-2016). Predict the reactants needed to synthesize the given product. (1) Given the product [NH2:1][C:2]([C:4]1[CH:5]=[N:6][C:7]2[C:12]([C:13]=1[NH:14][C:15]1[CH:16]=[C:17]([CH:23]=[CH:24][CH:25]=1)[C:18]([O:20][CH2:21][CH3:22])=[O:19])=[CH:11][CH:10]=[C:9]([C:35]1[CH:36]=[C:37]3[C:32](=[CH:33][CH:34]=1)[NH:31][CH:30]=[N:29][C:28]3=[O:27])[CH:8]=2)=[O:3], predict the reactants needed to synthesize it. The reactants are: [NH2:1][C:2]([C:4]1[CH:5]=[N:6][C:7]2[C:12]([C:13]=1[NH:14][C:15]1[CH:16]=[C:17]([CH:23]=[CH:24][CH:25]=1)[C:18]([O:20][CH2:21][CH3:22])=[O:19])=[CH:11][CH:10]=[C:9](Br)[CH:8]=2)=[O:3].[O:27]=[C:28]1[C:37]2[C:32](=[CH:33][CH:34]=[C:35](B(O)O)[CH:36]=2)[NH:31][CH:30]=[N:29]1.C(=O)([O-])[O-].[K+].[K+]. (2) Given the product [CH3:3][CH:2]([C:4]([O:6][C:7]1[CH:8]=[CH:9][C:10]([CH2:29][OH:30])=[CH:11][C:12]=1[C@@H:13]([C:23]1[CH:28]=[CH:27][CH:26]=[CH:25][CH:24]=1)[CH2:14][CH2:15][N:16]([CH:20]([CH3:21])[CH3:22])[CH:17]([CH3:18])[CH3:19])=[O:5])[CH3:1], predict the reactants needed to synthesize it. The reactants are: [CH3:1][CH:2]([C:4]([O:6][C:7]1[CH:8]=[CH:9][C:10]([CH2:29][OH:30])=[CH:11][C:12]=1[C@@H:13]([C:23]1[CH:24]=[CH:25][CH:26]=[CH:27][CH:28]=1)[CH2:14][CH2:15][N:16]([CH:20]([CH3:22])[CH3:21])[CH:17]([CH3:19])[CH3:18])=[O:5])[CH3:3].C([O-])(=O)C(C1C=CC=CC=1)O.C(=O)(O)[O-].[Na+]. (3) Given the product [Cl:1][C:2]1[CH:3]=[C:20]([CH:7]=[C:8]([N:10]2[CH2:15][CH2:14][N:13]([CH3:16])[CH2:12][CH2:11]2)[CH:9]=1)[C:19]([OH:17])=[O:21], predict the reactants needed to synthesize it. The reactants are: [Cl:1][C:2]1[CH:3]=C([CH:7]=[C:8]([N:10]2[CH2:15][CH2:14][N:13]([CH3:16])[CH2:12][CH2:11]2)[CH:9]=1)C#N.[OH-:17].[Na+].[CH2:19]([OH:21])[CH3:20]. (4) Given the product [F:1][C:2]1[C:3]([C:32]2[S:36][C:35]([C:37]3([OH:41])[CH2:38][CH2:39][CH2:40]3)=[N:34][CH:33]=2)=[C:4]2[CH:10]=[C:9]([C:11]3[CH:12]=[N:13][N:14]([CH2:16][C:17]([OH:19])=[O:18])[CH:15]=3)[NH:8][C:5]2=[N:6][CH:7]=1, predict the reactants needed to synthesize it. The reactants are: [F:1][C:2]1[C:3]([C:32]2[S:36][C:35]([C:37]3([OH:41])[CH2:40][CH2:39][CH2:38]3)=[N:34][CH:33]=2)=[C:4]2[CH:10]=[C:9]([C:11]3[CH:12]=[N:13][N:14]([CH2:16][C:17]([O:19]CC)=[O:18])[CH:15]=3)[N:8](S(C3C=CC(C)=CC=3)(=O)=O)[C:5]2=[N:6][CH:7]=1.[OH-].[Na+].